From a dataset of Forward reaction prediction with 1.9M reactions from USPTO patents (1976-2016). Predict the product of the given reaction. (1) Given the reactants [CH:1]1([N:4]2[C:13]3[C:8](=[CH:9][CH:10]=[CH:11][CH:12]=3)[N:7]([CH:14]([CH3:18])[C:15]([NH2:17])=O)[CH2:6][CH2:5]2)[CH2:3][CH2:2]1.CO.Cl, predict the reaction product. The product is: [CH:1]1([N:4]2[C:13]3[C:8](=[CH:9][CH:10]=[CH:11][CH:12]=3)[N:7]([CH:14]([CH3:18])[CH2:15][NH2:17])[CH2:6][CH2:5]2)[CH2:3][CH2:2]1. (2) Given the reactants [C:1]([C:3]1[S:7][C:6]([C@:8]23[CH2:16][N:15]([C:17]4[N:22]=[C:21]([C:23]([OH:26])([CH3:25])[CH3:24])[C:20]([F:27])=[CH:19][N:18]=4)[CH2:14][C@H:13]2[CH2:12][S:11][C:10]([NH:28]C(=O)C2C=CC=CC=2)=[N:9]3)=[CH:5][CH:4]=1)#[N:2].N1C=CC=CC=1.Cl.CON, predict the reaction product. The product is: [NH2:28][C:10]1[S:11][CH2:12][C@@H:13]2[CH2:14][N:15]([C:17]3[N:22]=[C:21]([C:23]([OH:26])([CH3:25])[CH3:24])[C:20]([F:27])=[CH:19][N:18]=3)[CH2:16][C@:8]2([C:6]2[S:7][C:3]([C:1]#[N:2])=[CH:4][CH:5]=2)[N:9]=1.